From a dataset of Forward reaction prediction with 1.9M reactions from USPTO patents (1976-2016). Predict the product of the given reaction. (1) Given the reactants [CH3:1][O-].[Na+].[C:4]([O:12][CH3:13])(=[O:11])[CH2:5][CH2:6][C:7]([O:9]C)=[O:8].[CH2:14]([N:21]1[CH:25]=[CH:24][NH:23][C:22]1([CH3:28])C=O)[C:15]1[CH:20]=[CH:19][CH:18]=[CH:17][CH:16]=1, predict the reaction product. The product is: [CH2:14]([N:21]1[C:25](/[CH:1]=[C:5](/[C:4]([O:12][CH3:13])=[O:11])\[CH2:6][C:7]([OH:9])=[O:8])=[CH:24][N:23]=[C:22]1[CH3:28])[C:15]1[CH:20]=[CH:19][CH:18]=[CH:17][CH:16]=1. (2) Given the reactants [CH:1]1([NH:4][C:5](=[O:36])[C:6]2[CH:11]=[CH:10][C:9]([CH3:12])=[C:8]([C:13]3[C:14]4[CH:26]=[CH:25][C:24](=[O:27])[N:23]([C:28]5[C:33]([F:34])=[CH:32][CH:31]=[CH:30][C:29]=5[F:35])[C:15]=4[N:16]=[C:17](S(C)(=O)=O)[N:18]=3)[CH:7]=2)[CH2:3][CH2:2]1.[CH2:37]([NH:40][CH2:41][CH2:42][NH2:43])[CH2:38][CH3:39], predict the reaction product. The product is: [CH:1]1([NH:4][C:5](=[O:36])[C:6]2[CH:11]=[CH:10][C:9]([CH3:12])=[C:8]([C:13]3[C:14]4[CH:26]=[CH:25][C:24](=[O:27])[N:23]([C:28]5[C:33]([F:34])=[CH:32][CH:31]=[CH:30][C:29]=5[F:35])[C:15]=4[N:16]=[C:17]([NH:43][CH2:42][CH2:41][NH:40][CH2:37][CH2:38][CH3:39])[N:18]=3)[CH:7]=2)[CH2:3][CH2:2]1. (3) Given the reactants C([Li])CCC.[C:6]([O:10][C:11](=[O:21])[NH:12][C:13]1[CH:14]=[N:15][C:16]([O:19][CH3:20])=[CH:17][CH:18]=1)([CH3:9])([CH3:8])[CH3:7].CN(C)CCN(C)C.ClCC[I:33], predict the reaction product. The product is: [C:6]([O:10][C:11](=[O:21])[NH:12][C:13]1[CH:14]=[N:15][C:16]([O:19][CH3:20])=[CH:17][C:18]=1[I:33])([CH3:9])([CH3:8])[CH3:7]. (4) Given the reactants [Br:1][C:2]1[CH:3]=[C:4]2[C:8](=[CH:9][CH:10]=1)[NH:7][C:6]([C:11]([NH2:13])=O)=[CH:5]2.[OH-].[Na+], predict the reaction product. The product is: [Br:1][C:2]1[CH:3]=[C:4]2[C:8](=[CH:9][CH:10]=1)[NH:7][C:6]([C:11]#[N:13])=[CH:5]2. (5) The product is: [CH3:1][O:2][C:3]1[CH:4]=[C:5]([CH:9]2[CH2:14][CH2:13][CH2:12][CH2:11][C:10]2=[N:17][OH:18])[CH:6]=[CH:7][CH:8]=1. Given the reactants [CH3:1][O:2][C:3]1[CH:4]=[C:5]([CH:9]2[CH2:14][CH2:13][CH2:12][CH2:11][C:10]2=O)[CH:6]=[CH:7][CH:8]=1.Cl.[NH2:17][OH:18].C([O-])(=O)C.[Na+].O, predict the reaction product.